Dataset: CYP2D6 inhibition data for predicting drug metabolism from PubChem BioAssay. Task: Regression/Classification. Given a drug SMILES string, predict its absorption, distribution, metabolism, or excretion properties. Task type varies by dataset: regression for continuous measurements (e.g., permeability, clearance, half-life) or binary classification for categorical outcomes (e.g., BBB penetration, CYP inhibition). Dataset: cyp2d6_veith. (1) The drug is COc1ccc(C(=O)N2CCC3(CCN(C(=O)Nc4ccccc4)CC3)CC2)cc1. The result is 0 (non-inhibitor). (2) The drug is COc1cc(-c2nnc(-c3ccc(N4CCOCC4)cc3)o2)cc(OC)c1OC. The result is 0 (non-inhibitor).